From a dataset of Reaction yield outcomes from USPTO patents with 853,638 reactions. Predict the reaction yield, written as a fraction of the theoretical maximum amount of product (1.0 means a 100% yield; for example, 0.34 means a 34% yield). (1) The reactants are C1(S)C=CC=CC=1.C[O:9][C:10]1[CH:15]=[C:14]([N:16]2[CH:20]=[CH:19][CH:18]=[N:17]2)[CH:13]=[CH:12][C:11]=1[C:21]1[N:22]=[N:23][C:24]([O:27][CH:28]2[CH2:33][CH2:32][NH:31][CH2:30][CH2:29]2)=[CH:25][CH:26]=1.C([O-])([O-])=O.[K+].[K+]. The catalyst is CN1C(=O)CCC1. The product is [NH:31]1[CH2:32][CH2:33][CH:28]([O:27][C:24]2[N:23]=[N:22][C:21]([C:11]3[CH:12]=[CH:13][C:14]([N:16]4[CH:20]=[CH:19][CH:18]=[N:17]4)=[CH:15][C:10]=3[OH:9])=[CH:26][CH:25]=2)[CH2:29][CH2:30]1. The yield is 0.180. (2) The reactants are [NH2:1][C:2]1[CH:3]=[C:4]([CH:21]=[CH:22][CH:23]=1)[O:5][C:6]1[CH:7]=[CH:8][C:9]2[N:10]([CH:12]=[C:13]([NH:15][C:16]([CH:18]3[CH2:20][CH2:19]3)=[O:17])[N:14]=2)[N:11]=1.[Cl:24][C:25]1[CH:30]=[C:29]([C:31](O)=[O:32])[CH:28]=[C:27]([CH3:34])[N:26]=1.Cl.CN(C)CCCN=C=NCC.ON1C2C=CC=CC=2N=N1.[Cl-].[NH4+]. The catalyst is CN(C)C=O. The product is [Cl:24][C:25]1[CH:30]=[C:29]([CH:28]=[C:27]([CH3:34])[N:26]=1)[C:31]([NH:1][C:2]1[CH:23]=[CH:22][CH:21]=[C:4]([O:5][C:6]2[CH:7]=[CH:8][C:9]3[N:10]([CH:12]=[C:13]([NH:15][C:16]([CH:18]4[CH2:20][CH2:19]4)=[O:17])[N:14]=3)[N:11]=2)[CH:3]=1)=[O:32]. The yield is 0.820. (3) The reactants are [OH-].[Na+].C[O:4][C:5](=[O:41])[CH2:6][C:7]1[CH:8]=[N:9][CH:10]=[C:11]([C:13]2[CH:18]=[CH:17][C:16]([C:19]([CH2:38][CH3:39])([C:22]3[CH:27]=[CH:26][C:25](/[CH:28]=[CH:29]/[C:30]4([OH:36])[CH2:35][CH2:34][S:33][CH2:32][CH2:31]4)=[C:24]([CH3:37])[CH:23]=3)[CH2:20][CH3:21])=[CH:15][C:14]=2[CH3:40])[CH:12]=1. The catalyst is CO.O1CCCC1. The product is [CH2:20]([C:19]([C:16]1[CH:17]=[CH:18][C:13]([C:11]2[CH:12]=[C:7]([CH2:6][C:5]([OH:41])=[O:4])[CH:8]=[N:9][CH:10]=2)=[C:14]([CH3:40])[CH:15]=1)([C:22]1[CH:27]=[CH:26][C:25](/[CH:28]=[CH:29]/[C:30]2([OH:36])[CH2:35][CH2:34][S:33][CH2:32][CH2:31]2)=[C:24]([CH3:37])[CH:23]=1)[CH2:38][CH3:39])[CH3:21]. The yield is 0.450. (4) The reactants are [CH3:1][C:2]([CH3:27])([CH3:26])[C@H:3]([NH:8][C:9]([C:11]1[N:12]=[C:13]([C:20]2[CH:25]=[CH:24][CH:23]=[CH:22][CH:21]=2)[N:14]2[CH2:19][CH2:18][NH:17][CH2:16][C:15]=12)=[O:10])[C:4]([NH:6][CH3:7])=[O:5].[CH2:28]([S:30](Cl)(=[O:32])=[O:31])[CH3:29].CCN(C(C)C)C(C)C. The catalyst is C(Cl)Cl. The product is [CH3:1][C:2]([CH3:27])([CH3:26])[C@H:3]([NH:8][C:9]([C:11]1[N:12]=[C:13]([C:20]2[CH:21]=[CH:22][CH:23]=[CH:24][CH:25]=2)[N:14]2[CH2:19][CH2:18][N:17]([S:30]([CH2:28][CH3:29])(=[O:32])=[O:31])[CH2:16][C:15]=12)=[O:10])[C:4]([NH:6][CH3:7])=[O:5]. The yield is 0.690. (5) The reactants are [C:1]([O:6][CH3:7])(=[O:5])[C:2]([CH3:4])=[CH2:3].[CH2:8](OCCCO)[C:9]1[CH:14]=[CH:13][CH:12]=[CH:11][CH:10]=1.[CH2:20](OC1C=CC(O)=CC=1)[C:21]1C=CC=CC=1. The catalyst is [O-]CCCC.[O-]CCCC.[O-]CCCC.[O-]CCCC.[Ti+4]. The product is [C:1]([O:6][CH2:7][CH2:20][CH2:21][CH2:8][C:9]1[CH:10]=[CH:11][CH:12]=[CH:13][CH:14]=1)(=[O:5])[C:2]([CH3:4])=[CH2:3]. The yield is 0.490.